This data is from Catalyst prediction with 721,799 reactions and 888 catalyst types from USPTO. The task is: Predict which catalyst facilitates the given reaction. (1) Reactant: [CH2:1]1[C@@H:5]([OH:6])[C@H:4](/[CH:7]=[CH:8]/[C@@H:9]([OH:22])[CH2:10][O:11][C:12]2[CH:17]=[C:16]([C:18]([F:21])([F:20])[F:19])[CH:15]=[CH:14][CH:13]=2)[C@@H:3]([CH2:23]/[CH:24]=[CH:25]\[CH2:26][CH2:27][CH2:28][C:29]([OH:31])=[O:30])[C@H:2]1[OH:32].CN(C)C.Cl[CH2:38][O:39]/[N:40]=[N+:41](\[O-:47])/[N:42]1[CH2:46][CH2:45][CH2:44][CH2:43]1. The catalyst class is: 23. Product: [OH:6][C@@H:5]1[CH2:1][C@H:2]([OH:32])[C@H:3]([CH2:23]/[CH:24]=[CH:25]\[CH2:26][CH2:27][CH2:28][C:29]([O:31][CH2:38][O:39]/[N:40]=[N+:41](\[O-:47])/[N:42]2[CH2:46][CH2:45][CH2:44][CH2:43]2)=[O:30])[C@H:4]1/[CH:7]=[CH:8]/[C@@H:9]([OH:22])[CH2:10][O:11][C:12]1[CH:13]=[CH:14][CH:15]=[C:16]([C:18]([F:21])([F:20])[F:19])[CH:17]=1. (2) Product: [N:22]1[CH:23]=[CH:24][C:19]([NH:18][C:2]2[C:11]3[C:6](=[CH:7][CH:8]=[CH:9][CH:10]=3)[N:5]=[C:4]([C:12]3[CH:17]=[CH:16][CH:15]=[CH:14][CH:13]=3)[N:3]=2)=[CH:20][CH:21]=1. Reactant: Cl[C:2]1[C:11]2[C:6](=[CH:7][CH:8]=[CH:9][CH:10]=2)[N:5]=[C:4]([C:12]2[CH:17]=[CH:16][CH:15]=[CH:14][CH:13]=2)[N:3]=1.[NH2:18][C:19]1[CH:24]=[CH:23][N:22]=[CH:21][CH:20]=1.C(=O)([O-])[O-].[K+].[K+]. The catalyst class is: 9. (3) Reactant: [NH2:1][C:2]1[C:7]([C:8]#[N:9])=[CH:6][C:5]([C:10]([F:13])([F:12])[F:11])=[CH:4][C:3]=1[C:14]1[CH:19]=[CH:18][C:17]([OH:20])=[CH:16][CH:15]=1.[CH3:21][C:22](=O)[CH2:23][CH2:24][C:25](=O)[CH3:26]. Product: [CH3:26][C:25]1[N:1]([C:2]2[C:7]([C:8]#[N:9])=[CH:6][C:5]([C:10]([F:11])([F:12])[F:13])=[CH:4][C:3]=2[C:14]2[CH:19]=[CH:18][C:17]([OH:20])=[CH:16][CH:15]=2)[C:22]([CH3:21])=[CH:23][CH:24]=1. The catalyst class is: 52. (4) Reactant: [NH2:1][C:2]1[CH:3]=[CH:4][C:5]([C:18]2[C:19]([N:39]([CH3:44])[S:40]([CH3:43])(=[O:42])=[O:41])=[CH:20][C:21]3[O:25][C:24]([C:26]4[CH:31]=[CH:30][C:29]([F:32])=[CH:28][C:27]=4[F:33])=[C:23]([C:34]([NH:36][CH3:37])=[O:35])[C:22]=3[CH:38]=2)=[N:6][C:7]=1[C:8]1[NH:9][C:10]2[C:15]([CH:16]=1)=[C:14]([F:17])[CH:13]=[CH:12][CH:11]=2.[Cl:45][CH2:46][C:47](OC)(OC)OC. Product: [Cl:45][CH2:46][C:47]1[N:9]2[C:10]3[CH:11]=[CH:12][CH:13]=[C:14]([F:17])[C:15]=3[CH:16]=[C:8]2[C:7]2[N:6]=[C:5]([C:18]3[C:19]([N:39]([CH3:44])[S:40]([CH3:43])(=[O:42])=[O:41])=[CH:20][C:21]4[O:25][C:24]([C:26]5[CH:31]=[CH:30][C:29]([F:32])=[CH:28][C:27]=5[F:33])=[C:23]([C:34]([NH:36][CH3:37])=[O:35])[C:22]=4[CH:38]=3)[CH:4]=[CH:3][C:2]=2[N:1]=1. The catalyst class is: 52. (5) Reactant: [NH2:1][C:2]1[CH:11]=[C:10]([N:12]2[CH2:17][CH2:16][N:15]([C:18]([NH:20][C@H:21]3[CH2:27][CH2:26][CH2:25][CH2:24][N:23]([CH2:28][C:29]([O:31]C)=[O:30])[C:22]3=[O:33])=[O:19])[CH2:14][CH2:13]2)[C:9]2[C:4](=[CH:5][C:6]([Cl:34])=[CH:7][CH:8]=2)[N:3]=1.[OH-].[Na+]. Product: [NH2:1][C:2]1[CH:11]=[C:10]([N:12]2[CH2:13][CH2:14][N:15]([C:18]([NH:20][C@H:21]3[CH2:27][CH2:26][CH2:25][CH2:24][N:23]([CH2:28][C:29]([OH:31])=[O:30])[C:22]3=[O:33])=[O:19])[CH2:16][CH2:17]2)[C:9]2[C:4](=[CH:5][C:6]([Cl:34])=[CH:7][CH:8]=2)[N:3]=1. The catalyst class is: 1.